Task: Predict which catalyst facilitates the given reaction.. Dataset: Catalyst prediction with 721,799 reactions and 888 catalyst types from USPTO (1) Reactant: [C:1]([C:5]1[CH:10]=[CH:9][C:8]([C:11]2[S:19][C:18]3[C:17](OS(C4C=CC=CC=4)(=O)=O)=[N:16][C:15]([C:30]4[CH:35]=[CH:34][N:33]=[CH:32][CH:31]=4)=[N:14][C:13]=3[CH:12]=2)=[CH:7][CH:6]=1)([CH3:4])([CH3:3])[CH3:2].[NH:36]1[CH2:42][CH2:41][CH2:40][NH:39][CH2:38][CH2:37]1.CCN(CC)CC. Product: [C:1]([C:5]1[CH:10]=[CH:9][C:8]([C:11]2[S:19][C:18]3[C:17]([N:36]4[CH2:42][CH2:41][CH2:40][NH:39][CH2:38][CH2:37]4)=[N:16][C:15]([C:30]4[CH:31]=[CH:32][N:33]=[CH:34][CH:35]=4)=[N:14][C:13]=3[CH:12]=2)=[CH:7][CH:6]=1)([CH3:3])([CH3:4])[CH3:2]. The catalyst class is: 44. (2) Reactant: Br[C:2]1[C:3]([O:21][CH2:22][CH3:23])=[C:4]([CH:11]([NH:13][C:14](=[O:20])[O:15][C:16]([CH3:19])([CH3:18])[CH3:17])[CH3:12])[CH:5]=[C:6]([Cl:10])[C:7]=1[C:8]#[N:9].[CH3:24][S:25]([C:28]1[CH:29]=[N:30][CH:31]=[C:32](B2OC(C)(C)C(C)(C)O2)[CH:33]=1)(=[O:27])=[O:26].C(=O)([O-])[O-].[K+].[K+]. Product: [Cl:10][C:6]1[C:7]([C:8]#[N:9])=[C:2]([C:32]2[CH:31]=[N:30][CH:29]=[C:28]([S:25]([CH3:24])(=[O:27])=[O:26])[CH:33]=2)[C:3]([O:21][CH2:22][CH3:23])=[C:4]([CH:11]([NH:13][C:14](=[O:20])[O:15][C:16]([CH3:19])([CH3:18])[CH3:17])[CH3:12])[CH:5]=1. The catalyst class is: 70.